From a dataset of Reaction yield outcomes from USPTO patents with 853,638 reactions. Predict the reaction yield, written as a fraction of the theoretical maximum amount of product (1.0 means a 100% yield; for example, 0.34 means a 34% yield). (1) The reactants are [CH3:1][O:2][C:3]([CH:5]1[CH2:8][CH:7]([OH:9])[CH2:6]1)=[O:4].[H-].[Na+].[CH2:12](Br)[C:13]1[CH:18]=[CH:17][CH:16]=[CH:15][CH:14]=1. The catalyst is CN(C=O)C. The product is [CH3:1][O:2][C:3]([C@H:5]1[CH2:8][C@H:7]([O:9][CH2:12][C:13]2[CH:18]=[CH:17][CH:16]=[CH:15][CH:14]=2)[CH2:6]1)=[O:4]. The yield is 0.154. (2) The reactants are Cl.[CH2:2]1[C:10]2[C:5](=[C:6]([N:11]3[CH2:16][CH2:15][NH:14][CH2:13][CH2:12]3)[CH:7]=[CH:8][CH:9]=2)[CH2:4][CH2:3]1.[C:17]([O:21][C:22](=[O:33])[NH:23][C@H:24]1[CH2:29][CH2:28][C@H:27]([CH2:30][CH:31]=O)[CH2:26][CH2:25]1)([CH3:20])([CH3:19])[CH3:18].C(N(CC)CC)C.C(O[BH-](OC(=O)C)OC(=O)C)(=O)C.[Na+].C(=O)([O-])[O-].[K+].[K+]. The catalyst is ClC(Cl)C.O. The product is [C:17]([O:21][C:22](=[O:33])[NH:23][C@H:24]1[CH2:25][CH2:26][C@H:27]([CH2:30][CH2:31][N:14]2[CH2:13][CH2:12][N:11]([C:6]3[CH:7]=[CH:8][CH:9]=[C:10]4[C:5]=3[CH2:4][CH2:3][CH2:2]4)[CH2:16][CH2:15]2)[CH2:28][CH2:29]1)([CH3:20])([CH3:19])[CH3:18]. The yield is 0.858.